From a dataset of Forward reaction prediction with 1.9M reactions from USPTO patents (1976-2016). Predict the product of the given reaction. Given the reactants [Cl:1][C:2]1[CH:30]=[CH:29][C:5]([O:6][C:7]2[CH:12]=[CH:11][C:10]([N:13]3[C@@H:17]([C:18]4[CH:23]=[CH:22][CH:21]=[C:20]([C:24]([F:27])([F:26])[F:25])[CH:19]=4)[CH2:16][NH:15][C:14]3=[O:28])=[CH:9][CH:8]=2)=[CH:4][CH:3]=1.C([O-])([O-])=O.[Cs+].[Cs+].Cl[C:38]1[CH:43]=[N:42][CH:41]=[CH:40][N:39]=1, predict the reaction product. The product is: [Cl:1][C:2]1[CH:3]=[CH:4][C:5]([O:6][C:7]2[CH:8]=[CH:9][C:10]([N:13]3[C@@H:17]([C:18]4[CH:23]=[CH:22][CH:21]=[C:20]([C:24]([F:26])([F:25])[F:27])[CH:19]=4)[CH2:16][N:15]([C:38]4[CH:43]=[N:42][CH:41]=[CH:40][N:39]=4)[C:14]3=[O:28])=[CH:11][CH:12]=2)=[CH:29][CH:30]=1.